From a dataset of Catalyst prediction with 721,799 reactions and 888 catalyst types from USPTO. Predict which catalyst facilitates the given reaction. (1) Reactant: C(=O)([O-])[O-].[Cs+].[Cs+].[Cl:7][C:8]1[CH:9]=[C:10]([CH:22]=[CH:23][C:24]=1[F:25])[C:11]([NH:13][C:14]1[CH:19]=[CH:18][C:17]([CH3:20])=[C:16]([OH:21])[CH:15]=1)=[O:12].[CH2:26]([O:28][C:29]([C:31]1[C:32]2[S:40][CH:39]=[C:38]([CH2:41]Br)[C:33]=2[C:34]([Cl:37])=[N:35][CH:36]=1)=[O:30])[CH3:27]. Product: [CH2:26]([O:28][C:29]([C:31]1[C:32]2[S:40][CH:39]=[C:38]([CH2:41][O:21][C:16]3[CH:15]=[C:14]([NH:13][C:11](=[O:12])[C:10]4[CH:22]=[CH:23][C:24]([F:25])=[C:8]([Cl:7])[CH:9]=4)[CH:19]=[CH:18][C:17]=3[CH3:20])[C:33]=2[C:34]([Cl:37])=[N:35][CH:36]=1)=[O:30])[CH3:27]. The catalyst class is: 213. (2) Reactant: [CH2:1]([O:5][CH2:6][CH2:7][O:8][C:9]1[CH:14]=[CH:13][C:12]([C:15]2[CH:20]=[CH:19][C:18]([N:21]3[CH2:26][CH2:25][CH:24]([CH3:27])[CH2:23][CH2:22]3)=[C:17](/[CH:28]=[CH:29]/[C:30]([O:32]CC)=[O:31])[CH:16]=2)=[CH:11][CH:10]=1)[CH2:2][CH2:3][CH3:4].[OH-].[Na+].Cl. Product: [CH2:1]([O:5][CH2:6][CH2:7][O:8][C:9]1[CH:10]=[CH:11][C:12]([C:15]2[CH:20]=[CH:19][C:18]([N:21]3[CH2:26][CH2:25][CH:24]([CH3:27])[CH2:23][CH2:22]3)=[C:17](/[CH:28]=[CH:29]/[C:30]([OH:32])=[O:31])[CH:16]=2)=[CH:13][CH:14]=1)[CH2:2][CH2:3][CH3:4]. The catalyst class is: 353. (3) Product: [CH2:1]([N:8]1[CH2:13][CH2:12][CH:11]([N:14]2[CH2:18][C:17]([C:20]3[CH:25]=[CH:24][CH:23]=[CH:22][CH:21]=3)([C:26]3[CH:31]=[CH:30][CH:29]=[CH:28][CH:27]=3)[NH:16][C:15]2=[O:32])[CH2:10][CH2:9]1)[C:2]1[CH:7]=[CH:6][CH:5]=[CH:4][CH:3]=1. The catalyst class is: 1. Reactant: [CH2:1]([N:8]1[CH2:13][CH2:12][CH:11]([N:14]2[C:18](=O)[C:17]([C:26]3[CH:31]=[CH:30][CH:29]=[CH:28][CH:27]=3)([C:20]3[CH:25]=[CH:24][CH:23]=[CH:22][CH:21]=3)[NH:16][C:15]2=[O:32])[CH2:10][CH2:9]1)[C:2]1[CH:7]=[CH:6][CH:5]=[CH:4][CH:3]=1.[H-].COCCO[Al+]OCCOC.[Na+].[H-].C1(C)C=CC=CC=1. (4) Reactant: [OH:1][C:2]1[CH:3]=[C:4]2[C:8](=[CH:9][C:10]=1[OH:11])[C:7](=[O:12])[CH2:6][CH2:5]2.I[CH2:14][CH2:15][CH2:16][CH2:17][CH3:18].[C:19](=O)([O-])[O-].[Cs+].[Cs+].O.CC[CH2:28][CH2:29][CH2:30][CH2:31][CH3:32].[C:33]([O:36][CH2:37]C)(=[O:35])[CH3:34]. Product: [O:12]=[C:7]1[C:8]2[C:4](=[CH:3][C:2]([O:1][CH2:32][CH2:31][CH2:30][CH2:29][CH3:28])=[C:10]([O:11][CH2:18][C:17]3[CH:19]=[C:34]([CH:14]=[CH:15][CH:16]=3)[C:33]([O:36][CH3:37])=[O:35])[CH:9]=2)[CH2:5][CH2:6]1. The catalyst class is: 3. (5) Reactant: [OH:1][CH:2]([CH2:23][NH:24][C:25]1[CH:30]=[CH:29][CH:28]=[C:27]([O:31][CH3:32])[CH:26]=1)[CH2:3][N:4]1[C:12]2[CH:11]=[CH:10][C:9]([CH3:13])=[CH:8][C:7]=2[C:6]2[CH2:14][N:15]([C:18](OCC)=O)[CH2:16][CH2:17][C:5]1=2.[H-].[H-].[H-].[H-].[Li+].[Al+3].CO. Product: [CH3:18][N:15]1[CH2:16][CH2:17][C:5]2[N:4]([CH2:3][CH:2]([OH:1])[CH2:23][NH:24][C:25]3[CH:30]=[CH:29][CH:28]=[C:27]([O:31][CH3:32])[CH:26]=3)[C:12]3[CH:11]=[CH:10][C:9]([CH3:13])=[CH:8][C:7]=3[C:6]=2[CH2:14]1. The catalyst class is: 1. (6) Reactant: [F:1][C:2]1[CH:3]=[C:4]([C:13]([C:15]2[CH:23]=[CH:22][CH:21]=[CH:20][C:16]=2[C:17]([OH:19])=[O:18])=O)[C:5]([CH3:12])=[C:6]2[C:11]=1[O:10][CH2:9][CH2:8][CH2:7]2.[H][H]. Product: [F:1][C:2]1[CH:3]=[C:4]([CH2:13][C:15]2[CH:23]=[CH:22][CH:21]=[CH:20][C:16]=2[C:17]([OH:19])=[O:18])[C:5]([CH3:12])=[C:6]2[C:11]=1[O:10][CH2:9][CH2:8][CH2:7]2. The catalyst class is: 285. (7) Reactant: [CH:1]1([N:7]2[C:12]([OH:13])=[C:11]([C:14]([NH:16][CH2:17][C:18]([O:20]CC)=[O:19])=[O:15])[C:10](=[O:23])[NH:9][C:8]2=[O:24])[CH2:6][CH2:5][CH2:4][CH2:3][CH2:2]1.C(=O)([O-])[O-].[K+].[K+].[F:31][C:32]1[CH:39]=[CH:38][CH:37]=[CH:36][C:33]=1[CH2:34]Br.Cl. Product: [CH:1]1([N:7]2[C:12]([OH:13])=[C:11]([C:14]([NH:16][CH2:17][C:18]([OH:20])=[O:19])=[O:15])[C:10](=[O:23])[N:9]([CH2:34][C:33]3[CH:36]=[CH:37][CH:38]=[CH:39][C:32]=3[F:31])[C:8]2=[O:24])[CH2:2][CH2:3][CH2:4][CH2:5][CH2:6]1. The catalyst class is: 9.